This data is from Reaction yield outcomes from USPTO patents with 853,638 reactions. The task is: Predict the reaction yield, written as a fraction of the theoretical maximum amount of product (1.0 means a 100% yield; for example, 0.34 means a 34% yield). (1) The reactants are [N:1]([CH2:4][C:5]1[C:6]([C:27]2[CH:32]=[CH:31][CH:30]=[CH:29][CH:28]=2)=[N:7][C:8]2[C:13]([C:14]=1[C:15]([NH:17][C@H:18]([C:21]1[CH:26]=[CH:25][CH:24]=[CH:23][CH:22]=1)[CH2:19][CH3:20])=[O:16])=[CH:12][CH:11]=[CH:10][CH:9]=2)=[N+]=[N-].Cl. The catalyst is C(O)C.[Pd]. The product is [NH2:1][CH2:4][C:5]1[C:6]([C:27]2[CH:28]=[CH:29][CH:30]=[CH:31][CH:32]=2)=[N:7][C:8]2[C:13]([C:14]=1[C:15]([NH:17][C@H:18]([C:21]1[CH:22]=[CH:23][CH:24]=[CH:25][CH:26]=1)[CH2:19][CH3:20])=[O:16])=[CH:12][CH:11]=[CH:10][CH:9]=2. The yield is 0.920. (2) The reactants are [S:1]1[CH:5]=[CH:4][C:3]2[C:6]([N:10]3[CH2:15][CH2:14][N:13]([CH2:16][CH2:17][CH2:18][O:19][C:20]4[N:24]([CH3:25])[N:23]=[C:22]([NH2:26])[CH:21]=4)[CH2:12][CH2:11]3)=[CH:7][CH:8]=[CH:9][C:2]1=2.C(N(CC)CC)C.[CH3:34][N:35]([CH3:39])[C:36]([Cl:38])=[O:37].N1C=CC=CC=1. The catalyst is O.ClCCl. The product is [ClH:38].[S:1]1[CH:5]=[CH:4][C:3]2[C:6]([N:10]3[CH2:11][CH2:12][N:13]([CH2:16][CH2:17][CH2:18][O:19][C:20]4[N:24]([CH3:25])[N:23]=[C:22]([NH:26][C:36](=[O:37])[N:35]([CH3:39])[CH3:34])[CH:21]=4)[CH2:14][CH2:15]3)=[CH:7][CH:8]=[CH:9][C:2]1=2. The yield is 0.300. (3) The reactants are [CH3:1][O:2][C:3]1[CH:16]=[CH:15][C:14]2[C:5](=[C:6]([NH2:17])[N:7]=[C:8]3[C:13]=2[CH:12]=[CH:11][CH:10]=[CH:9]3)[CH:4]=1.Br[CH:19]([C:22]1[C:27]([Br:28])=[CH:26][CH:25]=[CH:24][C:23]=1[Br:29])[CH:20]=O.C(=O)(O)[O-].[Na+]. The catalyst is C(O)(C)C. The product is [Br:28][C:27]1[CH:26]=[CH:25][CH:24]=[C:23]([Br:29])[C:22]=1[C:19]1[N:7]2[C:8]3[CH:9]=[CH:10][CH:11]=[CH:12][C:13]=3[C:14]3[CH:15]=[CH:16][C:3]([O:2][CH3:1])=[CH:4][C:5]=3[C:6]2=[N:17][CH:20]=1. The yield is 0.700. (4) The reactants are [F:1][C:2]1[CH:9]=[CH:8][C:7]([O:10][CH3:11])=[CH:6][C:3]=1[CH:4]=O.[N+:12]([CH3:15])([O-:14])=[O:13].C([O-])(=O)C.[NH4+]. The catalyst is C(O)(=O)C. The product is [F:1][C:2]1[CH:9]=[CH:8][C:7]([O:10][CH3:11])=[CH:6][C:3]=1[CH:4]=[CH:15][N+:12]([O-:14])=[O:13]. The yield is 0.970. (5) The reactants are [O:1]=[C:2]1[CH:6]([CH2:7][CH2:8][C:9]([O:11]CC)=[O:10])[CH2:5][CH2:4][S:3]1.[OH-:14].[Na+]. The catalyst is C1COCC1. The product is [SH:3][CH2:4][CH2:5][CH:6]([CH2:7][CH2:8][C:9]([OH:11])=[O:10])[C:2]([OH:1])=[O:14]. The yield is 0.200.